From a dataset of Forward reaction prediction with 1.9M reactions from USPTO patents (1976-2016). Predict the product of the given reaction. (1) Given the reactants [NH:1]1[C:9]2[C:4](=[CH:5][CH:6]=[CH:7]C=2)[C:3]([CH:10]2[CH2:15][CH2:14][C:13](=[O:16])[CH2:12][CH2:11]2)=[CH:2]1.O1C2(CCC(C3C4C(=CC=CC=4)N[N:28]=3)CC2)OCC1, predict the reaction product. The product is: [NH:1]1[C:9]2=[N:28][CH:7]=[CH:6][CH:5]=[C:4]2[C:3]([CH:10]2[CH2:15][CH2:14][C:13](=[O:16])[CH2:12][CH2:11]2)=[CH:2]1. (2) Given the reactants Cl[C:2]1[CH:3]=[CH:4][C:5]2[N:6]([C:8]([CH2:11][C:12]3[CH:13]=[C:14]4[C:19](=[CH:20][CH:21]=3)[N:18]=[CH:17][CH:16]=[CH:15]4)=[CH:9][N:10]=2)[N:7]=1.[F-].[K+].[CH:24]([NH2:28])([CH2:26][CH3:27])[CH3:25], predict the reaction product. The product is: [CH:24]([NH:28][C:2]1[CH:3]=[CH:4][C:5]2[N:6]([C:8]([CH2:11][C:12]3[CH:13]=[C:14]4[C:19](=[CH:20][CH:21]=3)[N:18]=[CH:17][CH:16]=[CH:15]4)=[CH:9][N:10]=2)[N:7]=1)([CH2:26][CH3:27])[CH3:25]. (3) Given the reactants [N:1]1[CH:6]=[CH:5][CH:4]=[CH:3][CH:2]=1.[C:7]1([CH3:13])[CH:12]=[CH:11][CH:10]=[CH:9][CH:8]=1, predict the reaction product. The product is: [CH2:6]([NH2:1])[CH2:5][CH2:4][CH2:3][CH2:2][CH2:11][CH2:12][CH2:7][CH2:8][CH2:9][CH2:10][CH2:8][CH2:9][CH2:10][CH2:11][CH2:12][CH2:7][CH3:13]. (4) Given the reactants C(N=C=N[CH2:6][CH2:7][CH2:8]N(C)C)C.C([O:16][C:17]([NH:19][C@H:20]1[CH2:24][CH2:23][N:22]([C:25](=[O:45])[CH2:26][N:27]([CH2:41][C:42](O)=[O:43])[C:28]2[CH:33]=[CH:32][C:31]([O:34][C:35]3[CH:40]=[CH:39][CH:38]=[CH:37][CH:36]=3)=[CH:30][CH:29]=2)[CH2:21]1)=[O:18])CCC.ON1C2N=CC=C[C:50]=2N=N1.[F:56][C:57]1[CH:58]=[C:59]([CH:62]=[C:63]([C:65]([F:68])([F:67])[F:66])[CH:64]=1)[CH2:60][NH2:61].CN1CCOCC1, predict the reaction product. The product is: [F:56][C:57]1[CH:58]=[C:59]([CH:62]=[C:63]([C:65]([F:66])([F:67])[F:68])[CH:64]=1)[CH2:60][NH:61][C:42]([CH2:41][N:27]([C:28]1[CH:29]=[CH:30][C:31]([O:34][C:35]2[CH:40]=[CH:39][CH:38]=[CH:37][CH:36]=2)=[CH:32][CH:33]=1)[CH2:26][C:25]([N:22]1[CH2:23][CH2:24][C@H:20]([NH:19][C:17](=[O:18])[O:16][C:7]([CH3:8])([CH3:50])[CH3:6])[CH2:21]1)=[O:45])=[O:43].